From a dataset of Catalyst prediction with 721,799 reactions and 888 catalyst types from USPTO. Predict which catalyst facilitates the given reaction. (1) Reactant: [Cl:1][C:2]1[C:11]2[C:6](=[CH:7][C:8]([F:13])=[CH:9][C:10]=2[F:12])[N:5]=[C:4]([C:14]2[CH:19]=[C:18]([O:20][C:21]([F:24])([F:23])[F:22])[CH:17]=[CH:16][C:15]=2SC)[C:3]=1[CH3:27].O[O:29][S:30]([O-:32])=O.[K+].[CH2:34]1COCC1. Product: [Cl:1][C:2]1[C:11]2[C:6](=[CH:7][C:8]([F:13])=[CH:9][C:10]=2[F:12])[N:5]=[C:4]([C:14]2[CH:19]=[C:18]([O:20][C:21]([F:22])([F:23])[F:24])[CH:17]=[CH:16][C:15]=2[S:30]([CH3:34])(=[O:32])=[O:29])[C:3]=1[CH3:27]. The catalyst class is: 6. (2) Reactant: O.[OH-].[Li+].[Cl:4][C:5]1[CH:6]=[C:7]([NH:12][C:13]([N:15]2[CH2:20][CH2:19][C:18]3[O:21][N:22]=[C:23]([C:24]([O:26]CC)=[O:25])[C:17]=3[CH2:16]2)=[O:14])[CH:8]=[CH:9][C:10]=1[Cl:11]. Product: [Cl:4][C:5]1[CH:6]=[C:7]([NH:12][C:13]([N:15]2[CH2:20][CH2:19][C:18]3[O:21][N:22]=[C:23]([C:24]([OH:26])=[O:25])[C:17]=3[CH2:16]2)=[O:14])[CH:8]=[CH:9][C:10]=1[Cl:11]. The catalyst class is: 72. (3) Reactant: [Br:1][C:2]1[CH:10]=[CH:9][CH:8]=[C:7]2[C:3]=1[C:4]([OH:11])=[N:5][NH:6]2.C(=O)([O-])[O-].[K+].[K+].[C:18]([O:24][C@@H:25]1[C@@H:30]([O:31][C:32](=[O:37])[C:33]([CH3:36])([CH3:35])[CH3:34])[C@H:29]([O:38][C:39](=[O:44])[C:40]([CH3:43])([CH3:42])[CH3:41])[C@@H:28]([CH2:45][O:46][C:47](=[O:52])[C:48]([CH3:51])([CH3:50])[CH3:49])[O:27][C@@H:26]1Br)(=[O:23])[C:19]([CH3:22])([CH3:21])[CH3:20].O. Product: [Br:1][C:2]1[CH:10]=[CH:9][CH:8]=[C:7]2[C:3]=1[C:4]([O:11][C@@H:26]1[O:27][C@H:28]([CH2:45][O:46][C:47](=[O:52])[C:48]([CH3:51])([CH3:50])[CH3:49])[C@@H:29]([O:38][C:39](=[O:44])[C:40]([CH3:41])([CH3:42])[CH3:43])[C@H:30]([O:31][C:32](=[O:37])[C:33]([CH3:34])([CH3:35])[CH3:36])[C@H:25]1[O:24][C:18](=[O:23])[C:19]([CH3:22])([CH3:20])[CH3:21])=[N:5][NH:6]2. The catalyst class is: 10.